Task: Binary Classification. Given a miRNA mature sequence and a target amino acid sequence, predict their likelihood of interaction.. Dataset: Experimentally validated miRNA-target interactions with 360,000+ pairs, plus equal number of negative samples (1) The miRNA is hsa-miR-4322 with sequence CUGUGGGCUCAGCGCGUGGGG. The protein sequence of the target gene is MNECHYDKRMDFFYNRSNTDTADEWTGTKLVIVLCVGTFFCLFIFFSNSLVIAAVITNRKFHFPFYYLLANLAAADFFAGIAYVFLMFNTGPVSKTLTVNRWFLRQGLLDTSLTASLANLLVIAVERHMSIMRMRVHSNLTKKRVTLLILLVWAIAIFMGAVPTLGWNCLCNISACSSLAPIYSRSYLIFWTVSNLLAFFIMVAVYVRIYMYVKRKTNVLSPHTSGSISRRRAPMKLMKTVMTVLGAFVVCWTPGLVVLLLDGLNCKQCNVQHVKRWFLLLALLNSVMNPIIYSYKDEDM.... Result: 0 (no interaction). (2) Result: 0 (no interaction). The miRNA is hsa-miR-378a-5p with sequence CUCCUGACUCCAGGUCCUGUGU. The protein sequence of the target gene is MTVFRQENVDDYYDTGEELGSGQFAVVKKCREKSTGLQYAAKFIKKRRTKSSRRGVSREDIEREVSILKEIRHPNVITLHEVYENKTDVILILELVAGGELFDFLAEKESLTEEEATEFLKQILSGVYYLHSLQIAHFDLKPENIMLLDRNVPKPRIKIIDFGLAHKIDFGNEFKNIFGTPEFVAPEIVNYEPLGLEADMWSIGVITYILLSGASPFLGDTKQETLANVSAVNYDFEEEFFRNTSTLAKDFIRRLLVKDPKKRMTIQDSLQHPWIKPKDTQQALSRKASAVNMEKFKKFA.... (3) The miRNA is mmu-miR-3083-5p with sequence AGGCUGGGAAUAUUUCAGAGAU. The protein sequence of the target gene is MRTHTRGAPSVFFIYLLCFVSAYITDENPEVMIPFTNANYDSHPMLYFSRAEVAELQLRAASSHEHIAARLTEAVHTMLSSPLEYLPPWDPKDYSARWNEIFGNNLGALAMFCVLYPENIEARDMAKDYMERMAAQPSWLVKDAPWDEVPLAHSLVGFATAYDFLYNYLSKTQQEKFLEVIANASGYMYETSYRRGWGFQYLHNHQPTNCMALLTGSLVLMNQGYLQEAYLWTKQVLTIMEKSLVLLREVTDGSLYEGVAYGSYTTRSLFQYMFLVQRHFNINHFGHPWLKQHFAFMYRT.... Result: 0 (no interaction). (4) The miRNA is hsa-miR-3190-3p with sequence UGUGGAAGGUAGACGGCCAGAGA. The protein sequence of the target gene is MGRSGKLPSGVSAKLKRWKKGHSSDSNPAICRHRQAARSRFFSRPSGRSDLTVDAVKLHNELQSGSLRLGKSEAPETPMEEEAELVLTEKSSGTFLSGLSDCTNVTFSKVQRFWESNSAAHKEICAVLAAVTEVIRSQGGKETETEYFAALMTTMEAVESPESLAAVAYLLNLVLKRVPSPVLIKKFSDTSKAFMDIMSAQASSGSTSVLRWVLSCLATLLRKQDLEAWGYPVTLQVYHGLLSFTVHPKPKIRKAAQHGVCSVLKGSEFMFEKAPAHHPAAISTAKFCIQEIEKSGGSKE.... Result: 0 (no interaction). (5) The miRNA is hsa-miR-429 with sequence UAAUACUGUCUGGUAAAACCGU. The protein sequence of the target gene is MACSRPPSQCDPTTLPPGPPAGRWPLPFSRRRREMSSNKEQRSAVFVILFALITILILYSSNSANEVFHYGSLRGRTRRPVNLKKWSFSSAYFPILGNKTLPSRCNQCVIITSSSHLLGTKLGPEIERAECTIRMNDAPTSGYSADVGNKTTFRVVAHSSVFRVLRKPQEFVNRTPETVFIFWGPPNKMQKPQGSLLRVIQRAGLMFPNMEAYAVSPARMQQFDDLFRGETGKDREKSHSWLSTGWFTMVIAVELCDHVHVYGMVPPDYCSQRPRLQRMPYHYYEPKGPDECVTYIQNEH.... Result: 0 (no interaction). (6) The miRNA is hsa-miR-367-5p with sequence ACUGUUGCUAAUAUGCAACUCU. The protein sequence of the target gene is MAEAPPVSGTFKFNTDAAEFIPQEKKNSGLNCGTQRRLDSNRIGRRNYSSPPPCHLSRQVPYDEISAVHQHSYHPSGSKPKSQQTSFQSSPCNKSPKSHGLQNQPWQKLRNEKHHIRVKKAQSLAEQTSDTAGLESSTRSESGTDLREHSPSESEKEVVGADPRGAKPKKATQFVYSYGRGPKVKGKLKCEWSNRTTPKPEDAGPESTKPVGVFHPDSSEASSRKGVLDGYGARRNEQRRYPQKRPPWEVEGARPRPGRNPPKQEGHRHTNAGHRNNMGPIPKDDLNERPAKSTCDSENL.... Result: 1 (interaction). (7) The miRNA is mmu-miR-190a-5p with sequence UGAUAUGUUUGAUAUAUUAGGU. The protein sequence of the target gene is MQMMTRKVLLNMELEEDDDEDGDIVLENFDQTIVCPTFGSLENQQDFRTPEFEEFNGKPDSLFFTDGQRRIDFILVYEDESKKENNKKGTNEKQKRKRQAYESNLICHGLQLEATRSVSDDKLVFVKVHAPWEVLCTYAEIMHIKLPLKPNDLKTRSPFGNLNWFTKVLRVNESVIKPEQEFFTAPFEKSRMNDFYILDRDSFFNPATRSRIVYFILSRVKYQVMNNVNKFGINRLVSSGIYKAAFPLHDCRFNYESEDISCPSERYLLYREWAHPRSIYKKQPLDLIRKYYGEKIGIYF.... Result: 1 (interaction).